Dataset: Human Reference Interactome with 51,813 positive PPI pairs across 8,248 proteins, plus equal number of experimentally-validated negative pairs. Task: Binary Classification. Given two protein amino acid sequences, predict whether they physically interact or not. (1) Protein 1 (ENSG00000118260) has sequence MTMESGAENQQSGDAAVTEAENQQMTVQAQPQIATLAQVSMPAAHATSSAPTVTLVQLPNGQTVQVHGVIQAAQPSVIQSPQVQTVQISTIAESEDSQESVDSVTDSQKRREILSRRPSYRKILNDLSSDAPGVPRIEEEKSEEETSAPAITTVTVPTPIYQTSSGQYIAITQGGAIQLANNGTDGVQGLQTLTMTNAAATQPGTTILQYAQTTDGQQILVPSNQVVVQAASGDVQTYQIRTAPTSTIAPGVVMASSPALPTQPAEEAARKREVRLMKNREAARECRRKKKEYVKCLENR.... Protein 2 (ENSG00000160741) has sequence MATSGANGPGSATASASNPRKFSEKIALQKQRQAEETAAFEEVMMDIGSTRDKL*MATSGANGPGSATASASNPRKFSEKIALQKQRQAEETAAFEEVMMDIGSTRLQAQKLRLAYTRSSHYGGSLPNVNQIGSGLAEFQSPLHSPLDSSRSTRHHGLVERVQRDPRRMVSPLRRYTRHIDSSPYSPAYLSPPPESSWRRTMAWGNFPAEKGQLFRLPSALNRTSSDSALHTSVMNPSPQDTYPGPTPPSILPSRRGGILDGEMDPKVPAIEENLLDDKHLLKPWDAKKLSSSSSRPRSC.... Result: 1 (the proteins interact). (2) Protein 1 (ENSG00000167085) has sequence MAAKVFESIGKFGLALAVAGGVVNSALYNVDAGHRAVIFDRFRGVQDIVVGEGTHFLIPWVQKPIIFDCRSRPRNVPVITGSKDLQNVNITLRILFRPVASQLPRIFTSIGEDYDERVLPSITTEILKSVVARFDAGELITQRELVSRQVSDDLTERAATFGLILDDVSLTHLTFGKEFTEAVEAKQVAQQEAERARFVVEKAEQQKKAAIISAEGDSKAAELIANSLATAGDGLIELRKLEAAEDIAYQLSRSRNITYLPAGQSVLLQLPQ*MAAKVFESIGKFGLALAVAGGVVNSAL.... Protein 2 (ENSG00000123094) has sequence MELKVWVDGVQRIVCGVTEVTTCQEVVIALAQAIGRTGRYTLIEKWRDTERHLAPHENPIISLNKWGQYASDVQLILRRTGPSLSERPTSDSVARIPERTLYRQSLPPLAKLRPQIDKSIKRREPKRKSLTFTGGAKGLMDIFGKGKETEFKQKVLNNCKTTADELKKLIRLQTEKLQSIEKQLESNEIEIRFWEQKYNSNLEEEIVRLEQKIKRNDVEIEEEEFWENELQIEQENEKQLKDQLQEIRQKITECENKLKDYLAQIRTMESGLEAEKLQREVQEAQVNEEEVKGKIGKVKG.... Result: 0 (the proteins do not interact). (3) Protein 1 (ENSG00000144035) has sequence MAPCHIRKYQESDRQWVVGLLSRGMAEHAPATFRQLLKLPRTLILLLGGPLALLLVSGSWLLALVFSISLFPALWFLAKKPWTEYVDMTLCTDMSDITKSYLSERGSCFWVAESEEKVVGMVGALPVDDPTLREKRLQLFHLFVDSEHRRQGIAKALVRTVLQFARDQGYSEVILDTGTIQLSAMALYQSMGFKKTGQSFFCVWARLVALHTVHFIYHLPSSKVGSL*. Protein 2 (ENSG00000130559) has sequence MADSLYNIRLLREFSNEYLNKCFYLTLEDMLYAPLVLKPNVMVFIAELFWWFENVKPDFVQPRDVQELKDAKTVLHQKSSRPPVPISNATKRSFLGSPAAGTLAELQPPVQLPAEGCHRHYLHPEEPEYLGKGTAAFSPSHPLLPLRQKQQKSIQGEDIPDQRHRSNSLTRVDGQPRGAAIAWPEKKTRPASQPTPFALHHAASCEVDPSSGDSISLARSISKDSLASNIVNLTPQNQPHPTATKSHGKSLLSNVSIEDEEEELVAIVRADVVPQQADPEFPRASPRALGLTANARSPQG.... Result: 0 (the proteins do not interact). (4) Protein 1 (ENSG00000141582) has sequence MELPAVGEHVFAVESIEKKRIRKGRVEYLVKWRGWSPKYNTWEPEENILDPRLLIAFQNRERQEQLMGYRKRGPKPKPLVVQVPTFARRSNVLTGLQDSSTDNRAKLDLGAQGKGQGHQYELNSKKHHQYQPHSKERAGKPPPPGKSGKYYYQLNSKKHHPYQPDPKMYDLQYQGGHKEAPSPTCPDLGAKSHPPDKWAQGAGAKGYLGAVKPLAGAAGAPGKGSEKGPPNGMMPAPKEAVTGNGIGGKMKIVKNKNKNGRIVIVMSKYMENGMQAVKIKSGEVAEGEARSPSHKKRAAD.... Protein 2 (ENSG00000137078) has sequence MNQADPRLRAVCLWTLTSAAMSRGDNCTDLLALGIPSITQAWGLWVLLGAVTLLFLISLAAHLSQWTRGRSRSHPGQGRSGESVEEVPLYGNLHYLQTGRLSQDPEPDQQDPTLGGPARAAEEVMCYTSLQLRPPQGRIPGPGTPVKYSEVVLDSEPKSQASGPEPELYASVCAQTRRARASFPDQAYANSQPAAS*MNQADPRLRAVCLWTLTSAAMSRGDNCTDLLALGIPSITQAWGLWVLLGAVTLLFLISLAAHLSQWTRGRSRSHPGQGRWVKDNRDGLTESSLLPRSPHSSPK.... Result: 0 (the proteins do not interact). (5) Protein 1 (ENSG00000179580) has sequence GGGYDLNLFASPPDSNFVCSVCHGVLKRPARLPCSHIFCKKCILRWLARQKTCPCCRKEVKRKKVVHMNKLRKTIGRLEVKCKNADAGCIVTCPLAHRKGHQDSCPFELTACPNEGCTSQVPRGTLAEHRQHCQQGSQQRCPLGCGATLDPAERARHNCYRELHNAWSVRQERRRPLLLSLLRRVRWLDQATSVVRRELAELSNFLEEDTALLEGAPQEEAEAAPEGNVGAEVVGEPRANIPCK*MGGGYDLNLFASPPDSNFVCSVCHGVLKRPARLPCSHIFCKKCILRWLARGGAGL.... Protein 2 (ENSG00000104852) has sequence MTQFLPPNLLALFAPRDPIPYLPPLEKLPHEKHHNQPYCGIAPYIREFEDPRDAPPPTRAETREERMERKRREKIERRQQEVETELKMWDPHNDPNAQGDAFKTLFVARVNYDTTESKLRREFEVYGPIKRIHMVYSKRSGKPRGYAFIEYEHERDMHSAYKHADGKKIDGRRVLVDVERGRTVKGWRPRRLGGGLGGTRRGGADVNIRHSGRDDTSRYDERDRDRDRERERRERSRERDKERERRRSRSRDRRRRSRSRDKEERRRSRERSKDKDRDRKRRSSRSRERARRERERKEEL.... Result: 0 (the proteins do not interact). (6) Protein 1 (ENSG00000152078) has sequence MEINTKLLISVTCISFFTFQLLFYFVSYWFSAKVSPGFNSLSFKKKIEWNSRVVSTCHSLVVGIFGLYIFLFDEATKADPLWGGPSLANVNIAIASGYLISDLSIIILYWKVIGDKFFIMHHCASLYAYYLVLKNGVLAYIGNFRLLAELSSPFVNQRWFFEALKYPKFSKAIVINGILMTVVFFIVRIASMLPHYGFMYSVYGTEPYIRLGVLIQLSWVISCVVLDVMNVMWMIKISKGCIKVISHIRQEKAKNSLQNGKLD*MEINTKLLISVTCISFFTFQLLFYFVSYWFSAKVSP.... Protein 2 (ENSG00000161921) has sequence MGRDLRPGSRVLLLLLLLLLVYLTQPGNGNEGSVTGSCYCGKRISSDSPPSVQFMNRLRKHLRAYHRCLYYTRFQLLSWSVCGGNKDPWVQELMSCLDLKECGHAYSGIVAHQKHLLPTSPPISQASEGASSDIHTPAQMLLSTLQSTQRPTLPVGSLSSDKELTRPNETTIHTAGHSLAAGPEAGENQKQPEKNAGPTARTSATVPVLCLLAIIFILTAALSYVLCKRRRGQSPQSSPDLPVHYIPVAPDSNT*MNRLRKHLRAYHRCLYYTRFQLLSWSVCGGNKDPWVQELMSCLDL.... Result: 1 (the proteins interact). (7) Protein 1 (ENSG00000142208) has sequence MSDVAIVKEGWLHKRGEYIKTWRPRYFLLKNDGTFIGYKERPQDVDQREAPLNNFSVAQCQLMKTERPRPNTFIIRCLQWTTVIERTFHVETPEEREEWTTAIQTVADGLKKQEEEEMDFRSGSPSDNSGAEEMEVSLAKPKHRVTMNEFEYLKLLGKGTFGKVILVKEKATGRYYAMKILKKEVIVAKDEVAHTLTENRVLQNSRHPFLTALKYSFQTHDRLCFVMEYANGGELFFHLSRERVFSEDRARFYGAEIVSALDYLHSEKNVVYRDLKLENLMLDKDGHIKITDFGLCKEGI.... Protein 2 (ENSG00000111832) has sequence MVMIFTLVTAVQEKLNEIVDQIKTRREEEKKQKEKEAEEAEKQLFHGTPVTMTDYGEEQRNELEALESIYPDSFTVLSENPPSFTITVTSEAGENDETVQTTLKFTYSEKYPDEAPLYEIFSQENLEDNDVSDILKLLALQAEENLGMVMIFTLVTAVQEKLNEIVDQIKTRREEEKKQKEKEAEEAEKQLFHGTPVTIENFLNWKAKFDAELLEIKKKRMKEEEQAGKNKLSGKQLFETDHNLDTSDIQFLEDAGNNVEVDESLFQEMDDLELEDDEDDPDYNPADPESDSAD*MVMIF.... Result: 0 (the proteins do not interact). (8) Protein 1 (ENSG00000182580) has sequence MARARPPPPPSPPPGLLPLLPPLLLLPLLLLPAGCRALEETLMDTKWVTSELAWTSHPESGWEEVSGYDEAMNPIRTYQVCNVRESSQNNWLRTGFIWRRDVQRVYVELKFTVRDCNSIPNIPGSCKETFNLFYYEADSDVASASSPFWMENPYVKVDTIAPDESFSRLDAGRVNTKVRSFGPLSKAGFYLAFQDQGACMSLISVRAFYKKCASTTAGFALFPETLTGAEPTSLVIAPGTCIPNAVEVSVPLKLYCNGDGEWMVPVGACTCATGHEPAAKESQCRPCPPGSYKAKQGEGP.... Protein 2 (ENSG00000186908) has sequence MQREEGFNTKMADGPDEYDTEAGCVPLLHPEEIKPQSHYNHGYGEPLGRKTHIDDYSTWDIVKATQYGIYERCRELVEAGYDVRQPDKENVTLLHWAAINNRIDLVKYYISKGAIVDQLGGDLNSTPLHWATRQGHLSMVVQLMKYGADPSLIDGEGCSCIHLAAQFGHTSIVAYLIAKGQDVDMMDQNGMTPLMWAAYRTHSVDPTRLLLTFNVSVNLGDKYHKNTALHWAVLAGNTTVISLLLEAGANVDAQNIKGESALDLAKQRKNVWMINHLQEARQAKGYDNPSFLRKLKADKE.... Result: 0 (the proteins do not interact).